This data is from Reaction yield outcomes from USPTO patents with 853,638 reactions. The task is: Predict the reaction yield, written as a fraction of the theoretical maximum amount of product (1.0 means a 100% yield; for example, 0.34 means a 34% yield). (1) The reactants are C(N(C(C)C)CC)(C)C.[NH2:10][C:11]1[CH:19]=[CH:18][CH:17]=[C:16]([O:20][CH3:21])[C:12]=1[C:13]([OH:15])=[O:14].[C:22]1([C:32](Cl)=O)[C:31]2[C:26](=[CH:27][CH:28]=[CH:29][CH:30]=2)[CH:25]=[CH:24][CH:23]=1.CN(C(ON1N=NC2C=CC=NC1=2)=[N+](C)C)C.F[P-](F)(F)(F)(F)F. No catalyst specified. The product is [CH3:21][O:20][C:16]1[C:12]2[C:13](=[O:15])[O:14][C:32]([C:22]3[C:31]4[C:26](=[CH:27][CH:28]=[CH:29][CH:30]=4)[CH:25]=[CH:24][CH:23]=3)=[N:10][C:11]=2[CH:19]=[CH:18][CH:17]=1. The yield is 0.880. (2) The reactants are [CH3:1][O:2][C:3]1[CH:8]=[C:7]([CH3:9])[C:6]([NH:10][C:11]([NH:13]/[N:14]=[CH:15]/[C:16]2[CH:21]=[CH:20][C:19]([C:22]3[N:26]=[CH:25][N:24]([C:27]4[CH:32]=[CH:31][C:30]([O:33][C:34]([F:37])([F:36])[F:35])=[CH:29][CH:28]=4)[N:23]=3)=[CH:18][CH:17]=2)=[S:12])=[C:5]([CH3:38])[CH:4]=1.Br[CH2:40][C:41](OC)=[O:42]. The catalyst is CCO.O. The product is [CH3:1][O:2][C:3]1[CH:8]=[C:7]([CH3:9])[C:6]([N:10]2[C:41](=[O:42])[CH2:40][S:12]/[C:11]/2=[N:13]/[N:14]=[CH:15]\[C:16]2[CH:17]=[CH:18][C:19]([C:22]3[N:26]=[CH:25][N:24]([C:27]4[CH:32]=[CH:31][C:30]([O:33][C:34]([F:36])([F:37])[F:35])=[CH:29][CH:28]=4)[N:23]=3)=[CH:20][CH:21]=2)=[C:5]([CH3:38])[CH:4]=1. The yield is 0.760. (3) The reactants are Cl[C:2]1[CH:7]=[C:6]([NH:8][CH:9]2[CH2:11][CH2:10]2)[N:5]2[N:12]=[CH:13][C:14](/[CH:15]=[C:16]3/[C:17](=[O:22])[NH:18][C:19](=[O:21])[NH:20]/3)=[C:4]2[N:3]=1.[NH2:23][C:24]1[CH:25]=[C:26]([NH:30][C:31](=[O:33])[CH3:32])[CH:27]=[CH:28][CH:29]=1.C([O-])([O-])=O.[Cs+].[Cs+].O. The catalyst is O1CCOCC1.C([O-])(=O)C.[Pd+2].C([O-])(=O)C. The product is [CH:9]1([NH:8][C:6]2[N:5]3[N:12]=[CH:13][C:14](/[CH:15]=[C:16]4\[NH:20][C:19](=[O:21])[NH:18][C:17]\4=[O:22])=[C:4]3[N:3]=[C:2]([NH:23][C:24]3[CH:25]=[C:26]([NH:30][C:31](=[O:33])[CH3:32])[CH:27]=[CH:28][CH:29]=3)[CH:7]=2)[CH2:11][CH2:10]1. The yield is 0.120. (4) The reactants are [CH2:1]([C:3]1[S:7][C:6]([C:8]([O:10][CH3:11])=[O:9])=[CH:5][C:4]=1[C:12]1[N:16]([CH3:17])[N:15]=[CH:14][CH:13]=1)[CH3:2].[Br:18]N1C(=O)CCC1=O. The catalyst is O1CCCC1. The product is [Br:18][C:13]1[CH:14]=[N:15][N:16]([CH3:17])[C:12]=1[C:4]1[CH:5]=[C:6]([C:8]([O:10][CH3:11])=[O:9])[S:7][C:3]=1[CH2:1][CH3:2]. The yield is 0.850. (5) The reactants are [CH3:1][O:2][C:3]([C:5]1[C:10]([O:11][CH3:12])=[C:9]([NH2:13])[N:8]=[C:7](Cl)[N:6]=1)=[O:4].[Cl:15][C:16]1[CH:21]=[CH:20][C:19](B(O)O)=[C:18]([F:25])[C:17]=1[O:26][CH3:27].[F-].[Cs+]. The catalyst is COCCOC.O.C(OCC)(=O)C.C1C=CC(P(C2C=CC=CC=2)C2C=CC=CC=2)=CC=1.C1C=CC(P(C2C=CC=CC=2)C2C=CC=CC=2)=CC=1.Cl[Pd]Cl. The product is [CH3:1][O:2][C:3]([C:5]1[C:10]([O:11][CH3:12])=[C:9]([NH2:13])[N:8]=[C:7]([C:19]2[CH:20]=[CH:21][C:16]([Cl:15])=[C:17]([O:26][CH3:27])[C:18]=2[F:25])[N:6]=1)=[O:4]. The yield is 0.511. (6) The reactants are [H-].[Na+].[Cl:3][C:4]1[CH:5]=[CH:6][C:7]([CH3:26])=[C:8]([C:10]2[NH:11][C:12]([C:18]3[CH:23]=[CH:22][N:21]=[C:20]([NH:24][CH3:25])[N:19]=3)=[CH:13][C:14]=2[C:15]([NH2:17])=[O:16])[CH:9]=1.[CH3:27][SiH:28]([CH3:30])[CH3:29].[Na+].[Cl-].C1[CH2:37][O:36][CH2:35][CH2:34]1. No catalyst specified. The product is [Cl:3][C:4]1[CH:5]=[CH:6][C:7]([CH3:26])=[C:8]([C:10]2[N:11]([CH2:37][O:36][CH2:35][CH2:34][Si:28]([CH3:30])([CH3:29])[CH3:27])[C:12]([C:18]3[CH:23]=[CH:22][N:21]=[C:20]([NH:24][CH3:25])[N:19]=3)=[CH:13][C:14]=2[C:15]([NH2:17])=[O:16])[CH:9]=1. The yield is 0.450.